Task: Predict the reaction yield, written as a fraction of the theoretical maximum amount of product (1.0 means a 100% yield; for example, 0.34 means a 34% yield).. Dataset: Reaction yield outcomes from USPTO patents with 853,638 reactions (1) The reactants are Br[C:2]1[CH:3]=[C:4]([C:21]#[N:22])[N:5]([CH3:20])[C:6]=1[C:7]1[CH:8]=[CH:9][C:10]2[NH:15][C:14](=[O:16])[O:13][C:12]([CH3:18])([CH3:17])[C:11]=2[CH:19]=1.[CH3:23][Sn](C)(C)C.O. The catalyst is CN(P(N(C)C)(N(C)C)=O)C. The product is [CH3:17][C:12]1([CH3:18])[C:11]2[CH:19]=[C:7]([C:6]3[N:5]([CH3:20])[C:4]([C:21]#[N:22])=[CH:3][C:2]=3[CH3:23])[CH:8]=[CH:9][C:10]=2[NH:15][C:14](=[O:16])[O:13]1. The yield is 0.630. (2) The reactants are Cl[C:2]1[C:11]2[C:6](=[CH:7][C:8]([C:12]3[C:13]([CH3:18])=[N:14][O:15][C:16]=3[CH3:17])=[CH:9][CH:10]=2)[N:5]=[CH:4][C:3]=1[C:19]([NH2:21])=[O:20].[NH2:22][C:23]1[CH:24]=[C:25]([CH:29]=[C:30]([N+:32]([O-:34])=[O:33])[CH:31]=1)[C:26]([OH:28])=[O:27]. The catalyst is C(O)(=O)C. The product is [NH2:21][C:19]([C:3]1[CH:4]=[N:5][C:6]2[C:11]([C:2]=1[NH:22][C:23]1[CH:24]=[C:25]([CH:29]=[C:30]([N+:32]([O-:34])=[O:33])[CH:31]=1)[C:26]([OH:28])=[O:27])=[CH:10][CH:9]=[C:8]([C:12]1[C:13]([CH3:18])=[N:14][O:15][C:16]=1[CH3:17])[CH:7]=2)=[O:20]. The yield is 0.708. (3) The reactants are C(OC(=O)[NH:7][C:8]1[N:16]=[CH:15][C:14]2[NH:13][C:12]3[N:17]=[CH:18][C:19](Br)=[CH:20][C:11]=3[C:10]=2[CH:9]=1)(C)(C)C.[N:23]1([CH2:29][C:30]2[CH:35]=[CH:34][C:33](B(O)O)=[CH:32][CH:31]=2)[CH2:28][CH2:27][CH2:26][CH2:25][CH2:24]1. The catalyst is C(#N)C.C([O-])(=O)C.[K+].CO.C(Cl)Cl.O. The product is [N:23]1([CH2:29][C:30]2[CH:35]=[CH:34][C:33]([C:19]3[CH:18]=[N:17][C:12]4[NH:13][C:14]5[CH:15]=[N:16][C:8]([NH2:7])=[CH:9][C:10]=5[C:11]=4[CH:20]=3)=[CH:32][CH:31]=2)[CH2:28][CH2:27][CH2:26][CH2:25][CH2:24]1. The yield is 0.400.